From a dataset of Reaction yield outcomes from USPTO patents with 853,638 reactions. Predict the reaction yield, written as a fraction of the theoretical maximum amount of product (1.0 means a 100% yield; for example, 0.34 means a 34% yield). (1) The reactants are [F:1][C:2]1[CH:3]=[C:4]([C:20]2[C:21]([C:26]#[N:27])=[CH:22][CH:23]=[CH:24][CH:25]=2)[CH:5]=[CH:6][C:7]=1[CH2:8][C:9]1[C:14](=[O:15])[NH:13][C:12]([CH3:16])=[N:11][C:10]=1[CH2:17][CH2:18][CH3:19].[CH3:28][C:29]1([CH3:42])[CH2:38][CH2:37][C:36]2[C:31](=[CH:32][CH:33]=[C:34](B(O)O)[CH:35]=2)[O:30]1.N1C=CC=CC=1.C(N(CC)CC)C. The catalyst is C(OCC)(=O)C.C([O-])(=O)C.[Cu+2].C([O-])(=O)C.ClCCl. The product is [CH3:28][C:29]1([CH3:42])[CH2:38][CH2:37][C:36]2[C:31](=[CH:32][CH:33]=[C:34]([N:13]3[C:14](=[O:15])[C:9]([CH2:8][C:7]4[CH:6]=[CH:5][C:4]([C:20]5[C:21]([C:26]#[N:27])=[CH:22][CH:23]=[CH:24][CH:25]=5)=[CH:3][C:2]=4[F:1])=[C:10]([CH2:17][CH2:18][CH3:19])[N:11]=[C:12]3[CH3:16])[CH:35]=2)[O:30]1. The yield is 0.700. (2) The reactants are [CH2:1]([O:3][C:4]([C:6]1([NH:11][C:12]([CH:14]2[NH:18][CH2:17][CH:16]([O:19][C:20](=[O:30])[C:21]3[CH:26]=[CH:25][C:24]([N+:27]([O-:29])=[O:28])=[CH:23][CH:22]=3)[CH2:15]2)=[O:13])[CH2:8][CH:7]1[CH:9]=[CH2:10])=[O:5])[CH3:2].[C:31]([O-:34])(O)=O.[Na+].C(Cl)(Cl)=O.C1(C)C=CC=CC=1.[CH2:47]([NH:54][CH2:55][C:56]1[CH:61]=[CH:60][C:59]([O:62][CH3:63])=[CH:58][CH:57]=1)[CH2:48][CH2:49][CH2:50][CH:51]=[CH:52][CH3:53]. The catalyst is C1COCC1. The product is [CH2:1]([O:3][C:4]([C:6]1([NH:11][C:12]([CH:14]2[N:18]([C:31](=[O:34])[N:54]([CH2:47][CH2:48][CH2:49][CH2:50][CH2:51][CH:52]=[CH2:53])[CH2:55][C:56]3[CH:61]=[CH:60][C:59]([O:62][CH3:63])=[CH:58][CH:57]=3)[CH2:17][CH:16]([O:19][C:20](=[O:30])[C:21]3[CH:22]=[CH:23][C:24]([N+:27]([O-:29])=[O:28])=[CH:25][CH:26]=3)[CH2:15]2)=[O:13])[CH2:8][CH:7]1[CH:9]=[CH2:10])=[O:5])[CH3:2]. The yield is 0.900. (3) The reactants are [CH3:1][O:2][C:3]([C@@H:5]1[CH2:18][C@H:17]([NH2:19])[C:16](=[O:20])[C@H:15]2[C@@:6]1([CH3:28])[CH2:7][CH2:8][C@@H:9]1[C@:14]2([CH3:21])[CH2:13][C@@H:12]([C:22]2[CH:26]=[CH:25][O:24][CH:23]=2)[O:11][C:10]1=[O:27])=[O:4].[CH3:29][S:30](Cl)(=[O:32])=[O:31].CCN(CC)CC. The catalyst is CN(C1C=CN=CC=1)C.C(Cl)Cl. The product is [CH3:1][O:2][C:3]([C@@H:5]1[CH2:18][C@H:17]([NH:19][S:30]([CH3:29])(=[O:32])=[O:31])[C:16](=[O:20])[C@H:15]2[C@@:6]1([CH3:28])[CH2:7][CH2:8][C@@H:9]1[C@:14]2([CH3:21])[CH2:13][C@@H:12]([C:22]2[CH:26]=[CH:25][O:24][CH:23]=2)[O:11][C:10]1=[O:27])=[O:4]. The yield is 0.560. (4) The reactants are [Br-].[CH2:2]([O:4][C:5]([CH2:7][N:8]1[CH:12]=[CH:11][N+:10]([C:13]2[C:18]([CH3:19])=[CH:17][C:16]([CH3:20])=[CH:15][C:14]=2[CH3:21])=[C:9]1[NH2:22])=[O:6])[CH3:3].[C:23]([O-])(=O)[CH3:24].[Na+].C(OC(=O)C)(=O)C.C(=O)(O)[O-].[Na+]. No catalyst specified. The product is [CH2:2]([O:4][C:5]([C:7]1[N:8]2[CH2:12][CH2:11][N:10]([C:13]3[C:14]([CH3:21])=[CH:15][C:16]([CH3:20])=[CH:17][C:18]=3[CH3:19])[C:9]2=[N:22][C:23]=1[CH3:24])=[O:6])[CH3:3]. The yield is 0.410. (5) The reactants are [CH3:1][N:2]([CH3:14])[C:3]([C:5]1[CH:13]=[CH:12][C:8]([C:9]([OH:11])=O)=[CH:7][CH:6]=1)=[O:4].S(Cl)(Cl)=O.[NH2:19][C@H:20]1[CH2:25][C:24]2[C:26]([N:30]3[CH2:35][CH2:34][N:33]([CH3:36])[CH2:32][CH2:31]3)=[CH:27][CH:28]=[CH:29][C:23]=2[O:22][CH2:21]1.C(N(CC)CC)C. The catalyst is C(Cl)Cl. The product is [CH3:36][N:33]1[CH2:34][CH2:35][N:30]([C:26]2[C:24]3[CH2:25][C@H:20]([NH:19][C:9](=[O:11])[C:8]4[CH:7]=[CH:6][C:5]([C:3]([N:2]([CH3:1])[CH3:14])=[O:4])=[CH:13][CH:12]=4)[CH2:21][O:22][C:23]=3[CH:29]=[CH:28][CH:27]=2)[CH2:31][CH2:32]1. The yield is 0.540.